This data is from Forward reaction prediction with 1.9M reactions from USPTO patents (1976-2016). The task is: Predict the product of the given reaction. (1) Given the reactants [N:1]1([CH2:7][CH2:8][C:9]([OH:11])=O)[CH2:6][CH2:5][CH2:4][CH2:3][CH2:2]1.Cl([O-])(=O)(=O)=O.CN([P+](N(C)C)(N(C)C)Cl)C.C(N(CC)C(C)C)(C)C.[NH2:37][CH2:38][CH2:39][CH2:40][N:41]([C:49]1[S:50][CH:51]=[C:52]([C:54]2[O:55][C:56]3[CH:62]=[CH:61][CH:60]=[CH:59][C:57]=3[CH:58]=2)[N:53]=1)[C:42]([C:44]1[S:45][CH:46]=[CH:47][CH:48]=1)=[O:43], predict the reaction product. The product is: [O:55]1[C:56]2[CH:62]=[CH:61][CH:60]=[CH:59][C:57]=2[CH:58]=[C:54]1[C:52]1[N:53]=[C:49]([N:41]([CH2:40][CH2:39][CH2:38][NH:37][C:9](=[O:11])[CH2:8][CH2:7][N:1]2[CH2:2][CH2:3][CH2:4][CH2:5][CH2:6]2)[C:42]([C:44]2[S:45][CH:46]=[CH:47][CH:48]=2)=[O:43])[S:50][CH:51]=1. (2) Given the reactants [CH3:1][O:2][C:3]1[N:8]=[C:7]([CH3:9])[C:6]([OH:10])=[CH:5][CH:4]=1.[C:11](=O)([O-])[O-].[K+].[K+].CI.O, predict the reaction product. The product is: [CH3:11][O:10][C:6]1[C:7]([CH3:9])=[N:8][C:3]([O:2][CH3:1])=[CH:4][CH:5]=1. (3) Given the reactants [NH:1]([C:8]([O:10][C:11]([CH3:14])([CH3:13])[CH3:12])=[O:9])[C@H:2]([C:5]([OH:7])=[O:6])[CH2:3][OH:4].[H-].[Na+].F[C:18]1[C:23]([C:24]([F:27])([F:26])[F:25])=[CH:22][CH:21]=[CH:20][C:19]=1[N+:28]([O-:30])=[O:29].Cl, predict the reaction product. The product is: [C:11]([O:10][C:8]([NH:1][C@@H:2]([CH2:3][O:4][C:18]1[C:23]([C:24]([F:27])([F:26])[F:25])=[CH:22][CH:21]=[CH:20][C:19]=1[N+:28]([O-:30])=[O:29])[C:5]([OH:7])=[O:6])=[O:9])([CH3:14])([CH3:13])[CH3:12].